This data is from Forward reaction prediction with 1.9M reactions from USPTO patents (1976-2016). The task is: Predict the product of the given reaction. (1) Given the reactants C(OC(=O)[NH:7][C:8]1[CH2:9][O:10][CH2:11][C:12]([C:17]2[CH:22]=[C:21]([NH:23][C:24]([C:26]3[CH:31]=[CH:30][C:29]([Br:32])=[CH:28][N:27]=3)=[O:25])[CH:20]=[CH:19][C:18]=2[F:33])([CH:14]([F:16])[F:15])[N:13]=1)(C)(C)C, predict the reaction product. The product is: [NH2:7][C:8]1[CH2:9][O:10][CH2:11][C:12]([C:17]2[CH:22]=[C:21]([NH:23][C:24]([C:26]3[CH:31]=[CH:30][C:29]([Br:32])=[CH:28][N:27]=3)=[O:25])[CH:20]=[CH:19][C:18]=2[F:33])([CH:14]([F:15])[F:16])[N:13]=1. (2) Given the reactants [Cl:1][C:2]1[CH:7]=[CH:6][CH:5]=[CH:4][C:3]=1[S:8](Cl)(=[O:10])=[O:9].[C:12]1([CH:18]([N:43]2[CH2:48][CH2:47][NH:46][CH2:45][CH2:44]2)[CH2:19][CH2:20][N:21]2[CH2:26][CH2:25][CH:24]([N:27]([CH2:41][CH3:42])[C:28](=[O:40])[CH2:29][C:30]3[CH:35]=[CH:34][C:33]([S:36]([CH3:39])(=[O:38])=[O:37])=[CH:32][CH:31]=3)[CH2:23][CH2:22]2)[CH:17]=[CH:16][CH:15]=[CH:14][CH:13]=1.C(N(CC)CC)C, predict the reaction product. The product is: [C:12]1([CH:18]([N:43]2[CH2:48][CH2:47][N:46]([S:8]([C:3]3[CH:4]=[CH:5][CH:6]=[CH:7][C:2]=3[Cl:1])(=[O:10])=[O:9])[CH2:45][CH2:44]2)[CH2:19][CH2:20][N:21]2[CH2:26][CH2:25][CH:24]([N:27]([CH2:41][CH3:42])[C:28](=[O:40])[CH2:29][C:30]3[CH:35]=[CH:34][C:33]([S:36]([CH3:39])(=[O:37])=[O:38])=[CH:32][CH:31]=3)[CH2:23][CH2:22]2)[CH:17]=[CH:16][CH:15]=[CH:14][CH:13]=1. (3) Given the reactants C([O:5][C:6](=[O:27])[CH:7]=[CH:8][C:9]1[CH:14]=[CH:13][C:12]([CH:15]=[CH:16][C:17](=[O:24])[C:18]2[CH:23]=[CH:22][CH:21]=[CH:20][CH:19]=2)=[CH:11][C:10]=1[O:25][CH3:26])(C)(C)C.C(O)(C(F)(F)F)=O, predict the reaction product. The product is: [CH3:26][O:25][C:10]1[CH:11]=[C:12]([CH:15]=[CH:16][C:17](=[O:24])[C:18]2[CH:19]=[CH:20][CH:21]=[CH:22][CH:23]=2)[CH:13]=[CH:14][C:9]=1[CH:8]=[CH:7][C:6]([OH:27])=[O:5]. (4) Given the reactants [Cl:1][C:2]1[N:11]=[CH:10][C:9]2[NH:8][C:7](=[O:12])[CH:6]3[CH2:13][O:14][CH2:15][CH2:16][N:5]3[C:4]=2[N:3]=1.I[CH2:18][C:19]([O:21][CH2:22][CH3:23])=[O:20].C([O-])([O-])=O.[K+].[K+], predict the reaction product. The product is: [Cl:1][C:2]1[N:11]=[CH:10][C:9]2[N:8]([CH2:18][C:19]([O:21][CH2:22][CH3:23])=[O:20])[C:7](=[O:12])[CH:6]3[CH2:13][O:14][CH2:15][CH2:16][N:5]3[C:4]=2[N:3]=1.